The task is: Predict the reaction yield, written as a fraction of the theoretical maximum amount of product (1.0 means a 100% yield; for example, 0.34 means a 34% yield).. This data is from Reaction yield outcomes from USPTO patents with 853,638 reactions. (1) The reactants are [NH2:1][C:2]1[C:7]([C:8]#[N:9])=[C:6]([O:10][CH:11]([CH3:13])[CH3:12])[N:5]=[C:4]([NH2:14])[CH:3]=1.[CH3:15][O:16][C:17]1[CH:22]=[CH:21][C:20]([O:23][CH3:24])=[CH:19][C:18]=1[CH2:25][C:26](Cl)=[O:27].O. The catalyst is N1C=CC=CC=1.C(Cl)Cl. The product is [NH2:1][C:2]1[C:7]([C:8]#[N:9])=[C:6]([O:10][CH:11]([CH3:12])[CH3:13])[N:5]=[C:4]([NH:14][C:26](=[O:27])[CH2:25][C:18]2[CH:19]=[C:20]([O:23][CH3:24])[CH:21]=[CH:22][C:17]=2[O:16][CH3:15])[CH:3]=1. The yield is 0.470. (2) The reactants are Cl[C:2]1[C:3]2[C:10]3[CH2:11][N:12]([C:14]([O:16][CH2:17][CH3:18])=[O:15])[CH2:13][C:9]=3[S:8][C:4]=2[N:5]=[CH:6][N:7]=1.[Cl:19][C:20]1[CH:21]=[C:22]([CH:24]=[CH:25][C:26]=1[F:27])[NH2:23].Cl. The catalyst is CC(O)C.O1CCOCC1. The product is [Cl:19][C:20]1[CH:21]=[C:22]([NH:23][C:2]2[C:3]3[C:10]4[CH2:11][N:12]([C:14]([O:16][CH2:17][CH3:18])=[O:15])[CH2:13][C:9]=4[S:8][C:4]=3[N:5]=[CH:6][N:7]=2)[CH:24]=[CH:25][C:26]=1[F:27]. The yield is 0.830. (3) The reactants are [F:1][C:2]1[CH:7]=[CH:6][C:5]([C:8]2([CH2:14][CH2:15][C:16](Cl)=[O:17])[CH2:13][CH2:12][CH2:11][CH2:10][CH2:9]2)=[CH:4][CH:3]=1.[CH:19]([C:21]1[CH:22]=[C:23]2[C:28](=[CH:29][CH:30]=1)/[C:27](=[N:31]/O)/[CH2:26][CH2:25][CH2:24]2)=[CH2:20]. The catalyst is ClC1C=CC=CC=1Cl.CN(C)C1C=CN=CC=1. The product is [F:1][C:2]1[CH:7]=[CH:6][C:5]([C:8]2([CH2:14][CH2:15][C:16]3[O:17][C:26]4[CH2:25][CH2:24][C:23]5[C:28](=[CH:29][CH:30]=[C:21]([CH:19]=[CH2:20])[CH:22]=5)[C:27]=4[N:31]=3)[CH2:13][CH2:12][CH2:11][CH2:10][CH2:9]2)=[CH:4][CH:3]=1. The yield is 0.146. (4) The yield is 0.110. The catalyst is CN(C=O)C. The reactants are [CH3:1][O:2][C:3]1[CH:4]=[C:5]2[C:10](=[CH:11][C:12]=1[O:13][CH3:14])[N:9]=[C:8]([S:15][CH3:16])[CH:7]=[C:6]2[O:17][C:18]1[CH:23]=[CH:22][C:21]([NH2:24])=[CH:20][C:19]=1[F:25].[F:26][C:27]1[CH:32]=[CH:31][C:30]([NH:33][C:34]([C:36]2([C:39](O)=[O:40])[CH2:38][CH2:37]2)=[O:35])=[CH:29][CH:28]=1.CN(C(ON1N=NC2C=CC=NC1=2)=[N+](C)C)C.F[P-](F)(F)(F)(F)F.O. The product is [CH3:1][O:2][C:3]1[CH:4]=[C:5]2[C:10](=[CH:11][C:12]=1[O:13][CH3:14])[N:9]=[C:8]([S:15][CH3:16])[CH:7]=[C:6]2[O:17][C:18]1[CH:23]=[CH:22][C:21]([NH:24][C:39]([C:36]2([C:34]([NH:33][C:30]3[CH:31]=[CH:32][C:27]([F:26])=[CH:28][CH:29]=3)=[O:35])[CH2:38][CH2:37]2)=[O:40])=[CH:20][C:19]=1[F:25].